From a dataset of Reaction yield outcomes from USPTO patents with 853,638 reactions. Predict the reaction yield, written as a fraction of the theoretical maximum amount of product (1.0 means a 100% yield; for example, 0.34 means a 34% yield). (1) The reactants are [CH:1]([C@@H:4]1[CH2:24][CH2:23][C@@H:22]([CH3:25])[CH2:21][C@@:5]21[NH:9][C:8](=[O:10])[N:7]([CH2:11][C:12](=[O:19])[C:13]1[CH:18]=[CH:17][CH:16]=[CH:15][CH:14]=1)[C:6]2=[O:20])([CH3:3])[CH3:2].[C:26]([O-])([O-])=O.[K+].[K+].CI. The catalyst is CN(C=O)C. The product is [CH:1]([C@@H:4]1[CH2:24][CH2:23][C@@H:22]([CH3:25])[CH2:21][C@@:5]21[N:9]([CH3:26])[C:8](=[O:10])[N:7]([CH2:11][C:12](=[O:19])[C:13]1[CH:14]=[CH:15][CH:16]=[CH:17][CH:18]=1)[C:6]2=[O:20])([CH3:3])[CH3:2]. The yield is 0.160. (2) The reactants are [C:1]([C:5]1[CH:9]=[C:8]([NH:10][C:11](=[O:43])[NH:12][C:13]2[CH:14]=[C:15]([CH:40]=[CH:41][CH:42]=2)[O:16][C:17]2[C:26]3[C:21](=[CH:22][C:23]([O:29][CH2:30][CH:31]4[CH2:36][CH2:35][N:34](C([O-])=O)[CH2:33][CH2:32]4)=[C:24]([O:27][CH3:28])[CH:25]=3)[N:20]=[CH:19][N:18]=2)[O:7][N:6]=1)([CH3:4])([CH3:3])[CH3:2].Cl. The catalyst is ClCCl. The product is [C:1]([C:5]1[CH:9]=[C:8]([NH:10][C:11]([NH:12][C:13]2[CH:42]=[CH:41][CH:40]=[C:15]([O:16][C:17]3[C:26]4[C:21](=[CH:22][C:23]([O:29][CH2:30][CH:31]5[CH2:36][CH2:35][NH:34][CH2:33][CH2:32]5)=[C:24]([O:27][CH3:28])[CH:25]=4)[N:20]=[CH:19][N:18]=3)[CH:14]=2)=[O:43])[O:7][N:6]=1)([CH3:4])([CH3:2])[CH3:3]. The yield is 0.690. (3) The reactants are [C:1]([C:4]1[CH:5]=[N:6][N:7]2[CH:12]=[CH:11][C:10]([C:13]([NH:15][C:16]3[CH:17]=[N:18][CH:19]=[CH:20][C:21]=3[C@@H:22]3[CH2:27][C@H:26]([CH3:28])[CH2:25][C@H:24]([NH:29]C(=O)OC(C)(C)C)[CH2:23]3)=[O:14])=[N:9][C:8]=12)([CH3:3])=[CH2:2]. The catalyst is [Pd]. The product is [NH2:29][C@H:24]1[CH2:25][C@@H:26]([CH3:28])[CH2:27][C@@H:22]([C:21]2[CH:20]=[CH:19][N:18]=[CH:17][C:16]=2[NH:15][C:13]([C:10]2[CH:11]=[CH:12][N:7]3[N:6]=[CH:5][C:4]([CH:1]([CH3:3])[CH3:2])=[C:8]3[N:9]=2)=[O:14])[CH2:23]1. The yield is 0.600. (4) The yield is 0.870. The catalyst is ClCCl. The reactants are C[NH:2][Si:3]([CH3:6])([CH3:5])[CH3:4].[N+:7]([C:10]1[CH:18]=[CH:17][C:13]([C:14](Cl)=[O:15])=[CH:12][CH:11]=1)([O-:9])=[O:8].[CH2:19](N(CC)CC)C.O. The product is [N+:7]([C:10]1[CH:18]=[CH:17][C:13]([C:14]([NH:2][Si:3]([CH3:6])([CH3:5])[CH2:4][CH3:19])=[O:15])=[CH:12][CH:11]=1)([O-:9])=[O:8]. (5) The reactants are N[C:2]1[C:7]([C:8]#[N:9])=[CH:6][C:5]([Br:10])=[CH:4][N:3]=1.N([O-])=O.[Na+].[ClH:15]. The catalyst is O. The product is [Br:10][C:5]1[CH:6]=[C:7]([C:8]#[N:9])[C:2]([Cl:15])=[N:3][CH:4]=1. The yield is 0.700. (6) The reactants are [H-].[Na+].[CH3:3][C:4]1[CH:9]=[C:8]([C:10]([CH3:12])=[O:11])[CH:7]=[CH:6][CH:5]=1.C[C:14]([OH:16])=[O:15].[C:17]1(C)C=CC=C[CH:18]=1. No catalyst specified. The product is [CH3:3][C:4]1[CH:9]=[C:8]([CH:7]=[CH:6][CH:5]=1)[C:10]([CH2:12][C:14]([O:16][CH2:17][CH3:18])=[O:15])=[O:11]. The yield is 0.469. (7) The reactants are [Cl:1][C:2]1[CH:3]=[C:4]([NH2:20])[C:5]([NH2:19])=[CH:6][C:7]=1[C:8]1[CH:13]=[CH:12][C:11]([C:14]([F:17])([F:16])[F:15])=[CH:10][C:9]=1[Cl:18].[F:21][C:22]([F:33])([F:32])[C:23]([F:31])([F:30])[C:24]([F:29])([F:28])[C:25](O)=O.C(=O)([O-])[O-].[Na+].[Na+]. The catalyst is O. The product is [Cl:1][C:2]1[C:7]([C:8]2[CH:13]=[CH:12][C:11]([C:14]([F:17])([F:15])[F:16])=[CH:10][C:9]=2[Cl:18])=[CH:6][C:5]2[NH:19][C:25]([C:24]([F:28])([F:29])[C:23]([F:30])([F:31])[C:22]([F:33])([F:32])[F:21])=[N:20][C:4]=2[CH:3]=1. The yield is 0.540. (8) The reactants are [C:1]([O:5][C:6]([N:8]1[CH2:13][CH2:12][C:11]([NH:17][C:18]([O:20][C:21]([CH3:24])([CH3:23])[CH3:22])=[O:19])([C:14](=O)[NH2:15])[CH2:10][CH2:9]1)=[O:7])([CH3:4])([CH3:3])[CH3:2].CO. The catalyst is C1COCC1. The product is [C:1]([O:5][C:6]([N:8]1[CH2:13][CH2:12][C:11]([CH2:14][NH2:15])([NH:17][C:18]([O:20][C:21]([CH3:24])([CH3:23])[CH3:22])=[O:19])[CH2:10][CH2:9]1)=[O:7])([CH3:4])([CH3:3])[CH3:2]. The yield is 0.0600. (9) The reactants are [C:1]([O:5][C:6]([NH:8][C@@H:9]1[CH2:13][CH2:12][C@@H:11]([C:14]([OH:16])=O)[CH2:10]1)=[O:7])([CH3:4])([CH3:3])[CH3:2].[NH:17]([C:19]1[N:20]=[C:21]2[CH:27]=[CH:26][N:25]([S:28]([C:31]3[CH:37]=[CH:36][C:34]([CH3:35])=[CH:33][CH:32]=3)(=[O:30])=[O:29])[C:22]2=[N:23][CH:24]=1)[NH2:18].CN(C(ON1N=NC2C=CC=NC1=2)=[N+](C)C)C.F[P-](F)(F)(F)(F)F. The catalyst is C(Cl)Cl. The product is [S:28]([N:25]1[C:22]2=[N:23][CH:24]=[C:19]([NH:17][NH:18][C:14]([C@@H:11]3[CH2:12][CH2:13][C@@H:9]([NH:8][C:6](=[O:7])[O:5][C:1]([CH3:2])([CH3:3])[CH3:4])[CH2:10]3)=[O:16])[N:20]=[C:21]2[CH:27]=[CH:26]1)([C:31]1[CH:32]=[CH:33][C:34]([CH3:35])=[CH:36][CH:37]=1)(=[O:29])=[O:30]. The yield is 1.00.